The task is: Predict the reactants needed to synthesize the given product.. This data is from Full USPTO retrosynthesis dataset with 1.9M reactions from patents (1976-2016). (1) Given the product [CH2:1]([N:5]1[C:10]2[CH:11]=[C:12]([C:17]([NH:53][C@@H:54]([CH2:68][C:69]3[CH:70]=[C:71]([F:76])[CH:72]=[C:73]([F:75])[CH:74]=3)[C@H:55]([OH:67])[CH2:56][NH:57][CH2:58][C:59]3[CH:64]=[CH:63][CH:62]=[C:61]([CH2:65][CH3:66])[CH:60]=3)=[O:19])[CH:13]=[C:14]([C:15]#[N:16])[C:9]=2[O:8][CH2:7][CH2:6]1)[CH2:2][CH2:3][CH3:4], predict the reactants needed to synthesize it. The reactants are: [CH2:1]([N:5]1[C:10]2[CH:11]=[C:12]([C:17]([OH:19])=O)[CH:13]=[C:14]([C:15]#[N:16])[C:9]=2[O:8][CH2:7][CH2:6]1)[CH2:2][CH2:3][CH3:4].CN(C(ON1N=NC2C=CC=CC1=2)=[N+](C)C)C.F[P-](F)(F)(F)(F)F.C(N(C(C)C)CC)(C)C.[NH2:53][C@@H:54]([CH2:68][C:69]1[CH:74]=[C:73]([F:75])[CH:72]=[C:71]([F:76])[CH:70]=1)[C@H:55]([OH:67])[CH2:56][NH:57][CH2:58][C:59]1[CH:64]=[CH:63][CH:62]=[C:61]([CH2:65][CH3:66])[CH:60]=1. (2) Given the product [Br:1][C:2]1[C:3]2[C:4]3[CH2:15][N:14]([CH3:16])[CH2:13][CH2:12][C:5]=3[N:6]([CH2:30][CH2:31][C:32]3[CH:33]=[N:34][C:35]([CH3:38])=[CH:36][CH:37]=3)[C:7]=2[C:8]([Cl:11])=[CH:9][CH:10]=1, predict the reactants needed to synthesize it. The reactants are: [Br:1][C:2]1[C:3]2[C:4]3[CH2:15][N:14]([CH3:16])[CH2:13][CH2:12][C:5]=3[NH:6][C:7]=2[C:8]([Cl:11])=[CH:9][CH:10]=1.[H-].[Na+].CC1C=CC(S(O[CH2:30][CH2:31][C:32]2[CH:33]=[N:34][C:35]([CH3:38])=[CH:36][CH:37]=2)(=O)=O)=CC=1. (3) Given the product [CH3:1][O:2][CH2:3][C@H:4]([CH3:37])[O:5][C:6]1[CH:7]=[C:8]([C:23]2[NH:27][C:26]([C:28]3[O:29][CH:30]([C:33]([OH:35])=[O:34])[CH2:31][N:32]=3)=[CH:25][CH:24]=2)[CH:9]=[C:10]([O:12][C:13]2[CH:18]=[CH:17][C:16]([S:19]([CH3:22])(=[O:21])=[O:20])=[CH:15][CH:14]=2)[CH:11]=1, predict the reactants needed to synthesize it. The reactants are: [CH3:1][O:2][CH2:3][C@H:4]([CH3:37])[O:5][C:6]1[CH:7]=[C:8]([C:23]2[NH:27][C:26]([C:28]3[O:29][CH:30]([C:33]([O:35]C)=[O:34])[CH2:31][N:32]=3)=[CH:25][CH:24]=2)[CH:9]=[C:10]([O:12][C:13]2[CH:18]=[CH:17][C:16]([S:19]([CH3:22])(=[O:21])=[O:20])=[CH:15][CH:14]=2)[CH:11]=1.[OH-].[Na+].Cl.C(OCC)(=O)C.